Dataset: Reaction yield outcomes from USPTO patents with 853,638 reactions. Task: Predict the reaction yield, written as a fraction of the theoretical maximum amount of product (1.0 means a 100% yield; for example, 0.34 means a 34% yield). (1) The reactants are [Na].[Cl:2][C:3]1[N:11]=[C:10]2[C:6]([NH:7][CH:8]=[N:9]2)=[C:5]([N:12]2[CH:16]=[CH:15][N:14]=[C:13]2[CH2:17][CH2:18][CH3:19])[N:4]=1.[C:20]1([CH3:46])[CH:25]=[CH:24][C:23]([C:26]([O:28][C@@H:29]2[C@@H:33]([CH2:34][O:35][C:36]([C:38]3[CH:43]=[CH:42][C:41]([CH3:44])=[CH:40][CH:39]=3)=[O:37])[O:32][C@H:31](Cl)[CH2:30]2)=[O:27])=[CH:22][CH:21]=1.CO.C(Cl)Cl. The catalyst is CC#N.C(Cl)Cl. The product is [Cl:2][C:3]1[N:11]=[C:10]2[C:6]([N:7]=[CH:8][N:9]2[C@@H:31]2[O:32][C@H:33]([CH2:34][O:35][C:36]([C:38]3[CH:39]=[CH:40][C:41]([CH3:44])=[CH:42][CH:43]=3)=[O:37])[C@@H:29]([O:28][C:26]([C:23]3[CH:22]=[CH:21][C:20]([CH3:46])=[CH:25][CH:24]=3)=[O:27])[CH2:30]2)=[C:5]([N:12]2[CH:16]=[CH:15][N:14]=[C:13]2[CH2:17][CH2:18][CH3:19])[N:4]=1. The yield is 0.830. (2) The reactants are Cl[C:2]1[N:7]=[CH:6][N:5]=[C:4]([O:8][C:9]2[CH:14]=[CH:13][C:12]([NH:15][C:16]([NH:18][C:19]3[CH:24]=[CH:23][CH:22]=[CH:21][CH:20]=3)=[O:17])=[CH:11][CH:10]=2)[CH:3]=1.[F:25][C:26]1[CH:27]=[C:28]([CH:30]=[CH:31][CH:32]=1)[NH2:29].O. The catalyst is CN1CCCC1=O.C(OCC)(=O)C.CCCCCC. The product is [F:25][C:26]1[CH:27]=[C:28]([NH:29][C:2]2[N:7]=[CH:6][N:5]=[C:4]([O:8][C:9]3[CH:14]=[CH:13][C:12]([NH:15][C:16]([NH:18][C:19]4[CH:24]=[CH:23][CH:22]=[CH:21][CH:20]=4)=[O:17])=[CH:11][CH:10]=3)[CH:3]=2)[CH:30]=[CH:31][CH:32]=1. The yield is 0.520. (3) The yield is 0.590. The product is [CH:1]([S:4]([C:5]1[N:10]=[C:9]([C:11]2[S:12][C:13]3[CH:21]=[CH:20][CH:19]=[CH:18][C:14]=3[C:15](=[O:17])[N:16]=2)[CH:8]=[CH:7][CH:6]=1)=[O:30])([CH3:3])[CH3:2]. The catalyst is C(Cl)(Cl)Cl. The reactants are [CH:1]([S:4][C:5]1[N:10]=[C:9]([C:11]2[S:12][C:13]3[CH:21]=[CH:20][CH:19]=[CH:18][C:14]=3[C:15](=[O:17])[N:16]=2)[CH:8]=[CH:7][CH:6]=1)([CH3:3])[CH3:2].ClC1C=CC=C(C(OO)=[O:30])C=1. (4) The reactants are [Si:1]([O:8][C@H:9]1[C:15](=[O:16])[C@H:14]2[CH2:17][C@:11]([OH:19])([C:12](=[O:18])[O:13]2)[CH2:10]1)([C:4]([CH3:7])([CH3:6])[CH3:5])([CH3:3])[CH3:2].[OH2:20].N1[CH:26]=[CH:25]C=CC=1. The catalyst is C(OC(=O)C)(=O)C.CCCCCC.C(OCC)(=O)C. The product is [C:25]([O:19][C@@:11]12[CH2:17][C@@H:14]([O:13][C:12]1=[O:18])[C:15](=[O:16])[C@H:9]([O:8][Si:1]([C:4]([CH3:7])([CH3:6])[CH3:5])([CH3:3])[CH3:2])[CH2:10]2)(=[O:20])[CH3:26]. The yield is 0.810. (5) The reactants are Cl[C:2]1[N:7]=[C:6]2[O:8][C:9]([C:15]3[CH:20]=[CH:19][C:18]([F:21])=[CH:17][CH:16]=3)=[C:10]([C:11](=[O:14])[NH:12][CH3:13])[C:5]2=[CH:4][C:3]=1[C:22]1[CH:23]=[C:24]([CH:32]=[CH:33][CH:34]=1)[C:25]([O:27][C:28]([CH3:31])([CH3:30])[CH3:29])=[O:26].[CH3:35]/[C:36](/[B-](F)(F)F)=[CH:37]\[CH3:38].[K+].C1(P(C2CCCCC2)C2C(C3C(OC)=CC=CC=3OC)=CC(S([O-])(=O)=O)=CC=2)CCCCC1.[Na+].C(=O)([O-])[O-].[Cs+].[Cs+]. The catalyst is C(O[Pd]OC(=O)C)(=O)C. The product is [CH3:35]/[C:36](/[C:2]1[N:7]=[C:6]2[O:8][C:9]([C:15]3[CH:20]=[CH:19][C:18]([F:21])=[CH:17][CH:16]=3)=[C:10]([C:11](=[O:14])[NH:12][CH3:13])[C:5]2=[CH:4][C:3]=1[C:22]1[CH:23]=[C:24]([CH:32]=[CH:33][CH:34]=1)[C:25]([O:27][C:28]([CH3:31])([CH3:30])[CH3:29])=[O:26])=[CH:37]\[CH3:38]. The yield is 0.450. (6) The catalyst is O1CCCC1. The product is [C:8]([C:7]1[C:2]([F:1])=[C:3]([C:11]2[N:15]([S:16]([C:19]3[CH:20]=[N:21][CH:22]=[CH:23][CH:24]=3)(=[O:17])=[O:18])[CH:14]=[C:13]([CH2:25][N:26]([CH3:34])[C:27](=[O:33])[O:28][C:29]([CH3:31])([CH3:32])[CH3:30])[CH:12]=2)[CH:4]=[CH:5][CH:6]=1)#[N:9]. The reactants are [F:1][C:2]1[C:7]([CH:8]=[N:9]O)=[CH:6][CH:5]=[CH:4][C:3]=1[C:11]1[N:15]([S:16]([C:19]2[CH:20]=[N:21][CH:22]=[CH:23][CH:24]=2)(=[O:18])=[O:17])[CH:14]=[C:13]([CH2:25][N:26]([CH3:34])[C:27](=[O:33])[O:28][C:29]([CH3:32])([CH3:31])[CH3:30])[CH:12]=1.C(N(CC)CC)C.CS(Cl)(=O)=O.O. The yield is 0.730. (7) The reactants are [OH:1][C:2]1[CH:11]=[C:10]2[C:5]([CH2:6][CH2:7][C:8](=[O:12])[NH:9]2)=[CH:4][CH:3]=1.[Cl:13][CH2:14][CH2:15][CH2:16][CH2:17]Cl.C(=O)([O-])[O-].[K+].[K+]. The catalyst is C(O)CC. The product is [Cl:13][CH2:14][CH2:15][CH2:16][CH2:17][O:1][C:2]1[CH:11]=[C:10]2[C:5]([CH2:6][CH2:7][C:8](=[O:12])[NH:9]2)=[CH:4][CH:3]=1. The yield is 0.927.